From a dataset of NCI-60 drug combinations with 297,098 pairs across 59 cell lines. Regression. Given two drug SMILES strings and cell line genomic features, predict the synergy score measuring deviation from expected non-interaction effect. (1) Drug 1: CN1C2=C(C=C(C=C2)N(CCCl)CCCl)N=C1CCCC(=O)O.Cl. Drug 2: C1C(C(OC1N2C=NC(=NC2=O)N)CO)O. Cell line: RPMI-8226. Synergy scores: CSS=20.8, Synergy_ZIP=0.722, Synergy_Bliss=5.19, Synergy_Loewe=-16.9, Synergy_HSA=4.38. (2) Drug 1: CC1=CC2C(CCC3(C2CCC3(C(=O)C)OC(=O)C)C)C4(C1=CC(=O)CC4)C. Drug 2: CC1CCC2CC(C(=CC=CC=CC(CC(C(=O)C(C(C(=CC(C(=O)CC(OC(=O)C3CCCCN3C(=O)C(=O)C1(O2)O)C(C)CC4CCC(C(C4)OC)O)C)C)O)OC)C)C)C)OC. Cell line: OVCAR3. Synergy scores: CSS=10.8, Synergy_ZIP=-6.07, Synergy_Bliss=-4.71, Synergy_Loewe=-24.1, Synergy_HSA=-6.85. (3) Drug 1: CN1CCC(CC1)COC2=C(C=C3C(=C2)N=CN=C3NC4=C(C=C(C=C4)Br)F)OC. Drug 2: CC12CCC3C(C1CCC2O)C(CC4=C3C=CC(=C4)O)CCCCCCCCCS(=O)CCCC(C(F)(F)F)(F)F. Cell line: MCF7. Synergy scores: CSS=33.0, Synergy_ZIP=0.441, Synergy_Bliss=6.58, Synergy_Loewe=6.12, Synergy_HSA=9.62. (4) Drug 1: CC1=C2C(C(=O)C3(C(CC4C(C3C(C(C2(C)C)(CC1OC(=O)C(C(C5=CC=CC=C5)NC(=O)C6=CC=CC=C6)O)O)OC(=O)C7=CC=CC=C7)(CO4)OC(=O)C)O)C)OC(=O)C. Drug 2: CN1C2=C(C=C(C=C2)N(CCCl)CCCl)N=C1CCCC(=O)O.Cl. Cell line: LOX IMVI. Synergy scores: CSS=16.9, Synergy_ZIP=3.75, Synergy_Bliss=3.46, Synergy_Loewe=-18.9, Synergy_HSA=4.20. (5) Drug 1: CC1C(C(CC(O1)OC2CC(CC3=C2C(=C4C(=C3O)C(=O)C5=C(C4=O)C(=CC=C5)OC)O)(C(=O)CO)O)N)O.Cl. Drug 2: COC1=C2C(=CC3=C1OC=C3)C=CC(=O)O2. Cell line: HOP-62. Synergy scores: CSS=17.4, Synergy_ZIP=-3.75, Synergy_Bliss=-3.98, Synergy_Loewe=-10.6, Synergy_HSA=-1.74. (6) Drug 2: C1=C(C(=O)NC(=O)N1)N(CCCl)CCCl. Synergy scores: CSS=57.1, Synergy_ZIP=-2.37, Synergy_Bliss=-0.268, Synergy_Loewe=2.17, Synergy_HSA=4.55. Cell line: UACC62. Drug 1: CCCS(=O)(=O)NC1=C(C(=C(C=C1)F)C(=O)C2=CNC3=C2C=C(C=N3)C4=CC=C(C=C4)Cl)F. (7) Drug 1: C1=C(C(=O)NC(=O)N1)F. Drug 2: CC1C(C(CC(O1)OC2CC(OC(C2O)C)OC3=CC4=CC5=C(C(=O)C(C(C5)C(C(=O)C(C(C)O)O)OC)OC6CC(C(C(O6)C)O)OC7CC(C(C(O7)C)O)OC8CC(C(C(O8)C)O)(C)O)C(=C4C(=C3C)O)O)O)O. Cell line: SF-539. Synergy scores: CSS=57.9, Synergy_ZIP=-0.476, Synergy_Bliss=-4.33, Synergy_Loewe=-3.80, Synergy_HSA=-3.67. (8) Drug 1: C1=NC2=C(N=C(N=C2N1C3C(C(C(O3)CO)O)F)Cl)N. Drug 2: CC12CCC3C(C1CCC2O)C(CC4=C3C=CC(=C4)O)CCCCCCCCCS(=O)CCCC(C(F)(F)F)(F)F. Cell line: SW-620. Synergy scores: CSS=1.94, Synergy_ZIP=-0.742, Synergy_Bliss=0.137, Synergy_Loewe=-1.35, Synergy_HSA=-0.164. (9) Drug 1: CC1=C(N=C(N=C1N)C(CC(=O)N)NCC(C(=O)N)N)C(=O)NC(C(C2=CN=CN2)OC3C(C(C(C(O3)CO)O)O)OC4C(C(C(C(O4)CO)O)OC(=O)N)O)C(=O)NC(C)C(C(C)C(=O)NC(C(C)O)C(=O)NCCC5=NC(=CS5)C6=NC(=CS6)C(=O)NCCC[S+](C)C)O. Drug 2: CCCCC(=O)OCC(=O)C1(CC(C2=C(C1)C(=C3C(=C2O)C(=O)C4=C(C3=O)C=CC=C4OC)O)OC5CC(C(C(O5)C)O)NC(=O)C(F)(F)F)O. Cell line: OVCAR-8. Synergy scores: CSS=50.5, Synergy_ZIP=-12.1, Synergy_Bliss=-11.5, Synergy_Loewe=-8.02, Synergy_HSA=-5.06.